From a dataset of CYP3A4 inhibition data for predicting drug metabolism from PubChem BioAssay. Regression/Classification. Given a drug SMILES string, predict its absorption, distribution, metabolism, or excretion properties. Task type varies by dataset: regression for continuous measurements (e.g., permeability, clearance, half-life) or binary classification for categorical outcomes (e.g., BBB penetration, CYP inhibition). Dataset: cyp3a4_veith. (1) The compound is CN(CCc1ccccn1)Cc1ccc(Cl)cc1Cl. The result is 1 (inhibitor). (2) The drug is COc1ccc(C(C(=O)NC2CCCCC2)N(C(=O)CCCC(=O)Nc2ccccn2)c2ccc3c(c2)OCCO3)cc1. The result is 1 (inhibitor).